This data is from CYP1A2 inhibition data for predicting drug metabolism from PubChem BioAssay. The task is: Regression/Classification. Given a drug SMILES string, predict its absorption, distribution, metabolism, or excretion properties. Task type varies by dataset: regression for continuous measurements (e.g., permeability, clearance, half-life) or binary classification for categorical outcomes (e.g., BBB penetration, CYP inhibition). Dataset: cyp1a2_veith. (1) The compound is CCn1c(C)nc2cc(C(=O)NNS(=O)(=O)c3ccccc3F)ccc21. The result is 1 (inhibitor). (2) The drug is Cc1ccccc1NC(=O)c1cnc(Nc2nc3ccccc3s2)nc1C. The result is 0 (non-inhibitor). (3) The molecule is CC[C@@H](CO)NC(=O)[C@H]1C=C2c3cccc4c3c(cn4C)C[C@H]2N(C)C1. The result is 1 (inhibitor). (4) The compound is COc1ccc(-c2coc3cc(OC)cc(O)c3c2=O)cc1. The result is 1 (inhibitor). (5) The drug is C[C@@H]1/C=C\CC(=O)OC[C@H]2O[C@@H](C=C[C@@H]2O)[C@H](C)/C=C\CC(=O)OC1. The result is 0 (non-inhibitor).